Dataset: Full USPTO retrosynthesis dataset with 1.9M reactions from patents (1976-2016). Task: Predict the reactants needed to synthesize the given product. (1) Given the product [CH2:16]([O:15][C:13](=[O:14])[C:11]1[CH:12]=[C:2]([O:1][C:22]2[CH:27]=[CH:26][C:25]([S:28]([C:31]([F:34])([F:33])[F:32])(=[O:30])=[O:29])=[CH:24][C:23]=2[N+:35]([O-:37])=[O:36])[C:3]([C:4]([O:6][CH2:7][CH3:8])=[O:5])=[CH:9][C:10]=1[O:18][C:22]1[CH:27]=[CH:26][C:25]([S:28]([C:31]([F:33])([F:34])[F:32])(=[O:30])=[O:29])=[CH:24][C:23]=1[N+:35]([O-:37])=[O:36])[CH3:17], predict the reactants needed to synthesize it. The reactants are: [OH:1][C:2]1[CH:12]=[C:11]([C:13]([O:15][CH2:16][CH3:17])=[O:14])[C:10]([OH:18])=[CH:9][C:3]=1[C:4]([O:6][CH2:7][CH3:8])=[O:5].[H-].[Na+].Cl[C:22]1[CH:27]=[CH:26][C:25]([S:28]([C:31]([F:34])([F:33])[F:32])(=[O:30])=[O:29])=[CH:24][C:23]=1[N+:35]([O-:37])=[O:36]. (2) Given the product [Cl:1][C:2]1[CH:7]=[CH:6][C:5]([C:8]2[S:9][C:10]([CH2:14][NH:15][C:16]([CH:18]3[CH2:23][CH2:22][CH2:21][N:20]([C:24]4[CH:31]=[CH:30][CH:29]=[CH:28][C:25]=4[CH:26]=[C:33]([S:37][CH3:38])[S:34]([CH3:36])=[O:35])[CH2:19]3)=[O:17])=[C:11]([CH3:13])[N:12]=2)=[CH:4][CH:3]=1, predict the reactants needed to synthesize it. The reactants are: [Cl:1][C:2]1[CH:7]=[CH:6][C:5]([C:8]2[S:9][C:10]([CH2:14][NH:15][C:16]([CH:18]3[CH2:23][CH2:22][CH2:21][N:20]([C:24]4[CH:31]=[CH:30][CH:29]=[CH:28][C:25]=4[CH:26]=O)[CH2:19]3)=[O:17])=[C:11]([CH3:13])[N:12]=2)=[CH:4][CH:3]=1.C[CH:33]([S:37][CH:38](S(C)=O)C)[S:34]([CH3:36])=[O:35]. (3) The reactants are: Cl.Cl.[NH2:3][C:4]([CH:15]1[CH2:20][CH2:19][NH:18][CH2:17][CH2:16]1)([CH2:8][CH2:9][CH2:10][CH2:11][B:12]([OH:14])[OH:13])[C:5]([OH:7])=[O:6].C(N(CC)CC)C.[Cl:28][C:29]1[CH:34]=[CH:33][C:32]([CH2:35][N:36]=[C:37]=[O:38])=[CH:31][CH:30]=1. Given the product [ClH:28].[NH2:3][C:4]([CH:15]1[CH2:16][CH2:17][N:18]([C:37](=[O:38])[NH:36][CH2:35][C:32]2[CH:33]=[CH:34][C:29]([Cl:28])=[CH:30][CH:31]=2)[CH2:19][CH2:20]1)([CH2:8][CH2:9][CH2:10][CH2:11][B:12]([OH:14])[OH:13])[C:5]([OH:7])=[O:6], predict the reactants needed to synthesize it. (4) The reactants are: Br[CH:2]([O:10][C:11]1[CH:16]=[C:15]([Cl:17])[CH:14]=[C:13]([Cl:18])[CH:12]=1)[C:3]([O:5][C:6]([CH3:9])([CH3:8])[CH3:7])=[O:4].[CH3:19][S-:20].[Na+]. Given the product [CH3:19][S:20][CH:2]([O:10][C:11]1[CH:16]=[C:15]([Cl:17])[CH:14]=[C:13]([Cl:18])[CH:12]=1)[C:3]([O:5][C:6]([CH3:9])([CH3:8])[CH3:7])=[O:4], predict the reactants needed to synthesize it. (5) Given the product [CH:14]1([O:20][C:21]([NH:1][C@H:2]([C@@H:3]([OH:4])[CH3:5])[C:6]([OH:8])=[O:7])=[O:22])[CH2:19][CH2:18][CH2:17][CH2:16][CH2:15]1, predict the reactants needed to synthesize it. The reactants are: [NH2:1][C@@H:2]([C:6]([OH:8])=[O:7])[C@H:3]([CH3:5])[OH:4].C([O-])(O)=O.[Na+].[CH:14]1([O:20][C:21](N2C=CC=CC2=O)=[O:22])[CH2:19][CH2:18][CH2:17][CH2:16][CH2:15]1. (6) Given the product [C:15]([O:19][C:20]([N:22]1[C:30]2[C:25](=[CH:26][C:27]([O:31][CH2:7][C:8]3[CH:13]=[CH:12][CH:11]=[CH:10][CH:9]=3)=[CH:28][CH:29]=2)[CH2:24][CH2:23]1)=[O:21])([CH3:18])([CH3:16])[CH3:17], predict the reactants needed to synthesize it. The reactants are: C(=O)([O-])[O-].[K+].[K+].[CH2:7](Br)[C:8]1[CH:13]=[CH:12][CH:11]=[CH:10][CH:9]=1.[C:15]([O:19][C:20]([N:22]1[C:30]2[C:25](=[CH:26][C:27]([OH:31])=[CH:28][CH:29]=2)[CH2:24][CH2:23]1)=[O:21])([CH3:18])([CH3:17])[CH3:16]. (7) Given the product [Cl:1][C:2]1[N:10]=[C:9]2[C:5]([N:6]=[CH:7][NH:8]2)=[C:4]([NH:12][CH:13]2[CH2:14][CH2:15][CH:16]([CH2:19][NH:20][C:21](=[O:26])[C:22]([F:24])([F:25])[F:23])[CH2:17][CH2:18]2)[N:3]=1, predict the reactants needed to synthesize it. The reactants are: [Cl:1][C:2]1[N:10]=[C:9]2[C:5]([N:6]=[CH:7][NH:8]2)=[C:4](Cl)[N:3]=1.[NH2:12][CH:13]1[CH2:18][CH2:17][CH:16]([CH2:19][NH:20][C:21](=[O:26])[C:22]([F:25])([F:24])[F:23])[CH2:15][CH2:14]1.C(N(CC)CC)C.